From a dataset of Full USPTO retrosynthesis dataset with 1.9M reactions from patents (1976-2016). Predict the reactants needed to synthesize the given product. (1) Given the product [CH2:1]([N:8]1[CH2:9][CH2:10][C:11]2([C:15]3[C:16](=[CH:17][CH:18]=[CH:19][CH:20]=3)[CH2:21][CH2:22][O:14]2)[CH2:12][CH2:13]1)[C:2]1[CH:7]=[CH:6][CH:5]=[CH:4][CH:3]=1, predict the reactants needed to synthesize it. The reactants are: [CH2:1]([N:8]1[CH2:13][CH2:12][C:11]([C:15]2[CH:20]=[CH:19][CH:18]=[CH:17][C:16]=2[CH2:21][CH2:22]O)([OH:14])[CH2:10][CH2:9]1)[C:2]1[CH:7]=[CH:6][CH:5]=[CH:4][CH:3]=1.C(N(CC)CC)C.CS(Cl)(=O)=O. (2) Given the product [CH2:1]([O:5][C:6]1[CH:11]=[C:10]([CH2:12][OH:24])[CH:9]=[CH:8][C:7]=1[C:14]1[CH:19]=[C:18]([O:20][CH3:21])[CH:17]=[CH:16][C:15]=1[F:22])[CH2:2][CH2:3][CH3:4], predict the reactants needed to synthesize it. The reactants are: [CH2:1]([O:5][C:6]1[CH:11]=[C:10]([CH2:12]Cl)[CH:9]=[CH:8][C:7]=1[C:14]1[CH:19]=[C:18]([O:20][CH3:21])[CH:17]=[CH:16][C:15]=1[F:22])[CH2:2][CH2:3][CH3:4].S(Cl)(Cl)=[O:24]. (3) Given the product [CH:26]1([CH2:31][C:32]([NH:1][C:2]([CH3:25])([CH3:24])[C:3]([NH:5][C:6]2[S:7][C:8]([N:18]3[CH2:23][CH2:22][O:21][CH2:20][CH2:19]3)=[C:9]([C:11]3[CH:16]=[CH:15][C:14]([F:17])=[CH:13][CH:12]=3)[N:10]=2)=[O:4])=[O:33])[CH2:30][CH2:29][CH2:28][CH2:27]1, predict the reactants needed to synthesize it. The reactants are: [NH2:1][C:2]([CH3:25])([CH3:24])[C:3]([NH:5][C:6]1[S:7][C:8]([N:18]2[CH2:23][CH2:22][O:21][CH2:20][CH2:19]2)=[C:9]([C:11]2[CH:16]=[CH:15][C:14]([F:17])=[CH:13][CH:12]=2)[N:10]=1)=[O:4].[CH:26]1([CH2:31][C:32](Cl)=[O:33])[CH2:30][CH2:29][CH2:28][CH2:27]1.C(N(CC)CC)C. (4) Given the product [CH3:1][O:2][C:3](=[O:64])[NH:4][CH:5]([C:9]([N:11]1[CH2:15][CH2:14][CH2:13][CH:12]1[C:16]1[NH:17][C:18]([C:21]2[CH:30]=[CH:29][C:28]3[C:23](=[CH:24][CH:25]=[C:26]([C:31]4[CH:36]=[CH:35][C:34]([C:37]5[NH:38][C:39]([CH:42]6[CH:46]7[CH2:45][CH:44]([CH2:70][CH2:71]7)[N:43]6[C:47](=[O:63])[CH:48]([NH:55][C:56]([O:58][CH3:59])=[O:57])[C:49]6[CH:50]=[CH:51][CH:52]=[CH:53][CH:54]=6)=[N:40][CH:41]=5)=[CH:33][CH:32]=4)[CH:27]=3)[CH:22]=2)=[CH:19][N:20]=1)=[O:10])[CH:6]([CH3:7])[CH3:8], predict the reactants needed to synthesize it. The reactants are: [CH3:1][O:2][C:3](=[O:64])[NH:4][CH:5]([C:9]([N:11]1[CH2:15][CH2:14][CH2:13][CH:12]1[C:16]1[NH:17][C:18]([C:21]2[CH:30]=[CH:29][C:28]3[C:23](=[CH:24][CH:25]=[C:26]([C:31]4[CH:36]=[CH:35][C:34]([C:37]5[NH:38][C:39]([CH:42]6[CH2:46][CH2:45][CH2:44][N:43]6[C:47](=[O:63])[CH:48]([NH:55][C:56]([O:58][C:59](C)(C)C)=[O:57])[C:49]6[CH:54]=[CH:53][CH:52]=[CH:51][CH:50]=6)=[N:40][CH:41]=5)=[CH:33][CH:32]=4)[CH:27]=3)[CH:22]=2)=[CH:19][N:20]=1)=[O:10])[CH:6]([CH3:8])[CH3:7].COC(N[CH:70](C1C=CC=CC=1)[C:71](O)=O)=O.